This data is from NCI-60 drug combinations with 297,098 pairs across 59 cell lines. The task is: Regression. Given two drug SMILES strings and cell line genomic features, predict the synergy score measuring deviation from expected non-interaction effect. (1) Drug 1: CC1=C(C=C(C=C1)NC(=O)C2=CC=C(C=C2)CN3CCN(CC3)C)NC4=NC=CC(=N4)C5=CN=CC=C5. Drug 2: COC1=C2C(=CC3=C1OC=C3)C=CC(=O)O2. Cell line: CAKI-1. Synergy scores: CSS=-12.0, Synergy_ZIP=2.85, Synergy_Bliss=-1.88, Synergy_Loewe=-7.53, Synergy_HSA=-8.26. (2) Drug 1: C1CCC(C1)C(CC#N)N2C=C(C=N2)C3=C4C=CNC4=NC=N3. Drug 2: CC(C)CN1C=NC2=C1C3=CC=CC=C3N=C2N. Cell line: LOX IMVI. Synergy scores: CSS=-3.02, Synergy_ZIP=-3.28, Synergy_Bliss=-10.7, Synergy_Loewe=-9.29, Synergy_HSA=-9.08.